Dataset: Forward reaction prediction with 1.9M reactions from USPTO patents (1976-2016). Task: Predict the product of the given reaction. (1) Given the reactants [CH3:1][O:2][C:3]1[CH:4]=[C:5]2[C:10](=[CH:11][C:12]=1[O:13][CH3:14])[N:9]=[CH:8][N:7]=[C:6]2[CH:15]1[CH2:20][CH2:19][NH:18][CH2:17][CH2:16]1.[N+](C1C=CC([O:30][C:31](=O)[NH:32][C:33]2[CH:34]=[N:35][C:36]([O:39][CH:40]3[CH2:43][CH2:42][CH2:41]3)=[CH:37][CH:38]=2)=CC=1)([O-])=O.C(Cl)Cl, predict the reaction product. The product is: [CH:40]1([O:39][C:36]2[N:35]=[CH:34][C:33]([NH:32][C:31]([N:18]3[CH2:19][CH2:20][CH:15]([C:6]4[C:5]5[C:10](=[CH:11][C:12]([O:13][CH3:14])=[C:3]([O:2][CH3:1])[CH:4]=5)[N:9]=[CH:8][N:7]=4)[CH2:16][CH2:17]3)=[O:30])=[CH:38][CH:37]=2)[CH2:41][CH2:42][CH2:43]1. (2) Given the reactants [S:1]1[C:5]2[CH:6]=[CH:7][CH:8]=[CH:9][C:4]=2[N:3]=[C:2]1[NH:10][NH2:11].C([O:14][C:15](=O)[CH2:16][C:17]([C:19]1[CH:24]=[CH:23][C:22]([CH3:25])=[C:21]([Br:26])[CH:20]=1)=O)C, predict the reaction product. The product is: [S:1]1[C:5]2[CH:6]=[CH:7][CH:8]=[CH:9][C:4]=2[N:3]=[C:2]1[N:10]1[C:15](=[O:14])[CH:16]=[C:17]([C:19]2[CH:24]=[CH:23][C:22]([CH3:25])=[C:21]([Br:26])[CH:20]=2)[NH:11]1. (3) Given the reactants [C:1](=[O:14])(OC1C=CC=CC=1)[O:2][C:3]([CH3:6])([CH3:5])[CH3:4].[NH2:15][CH2:16][CH2:17][CH2:18][CH2:19][CH2:20][CH2:21][NH2:22].C(Cl)Cl, predict the reaction product. The product is: [C:3]([O:2][C:1]([NH:15][CH2:16][CH2:17][CH2:18][CH2:19][CH2:20][CH2:21][NH2:22])=[O:14])([CH3:4])([CH3:5])[CH3:6]. (4) The product is: [CH:38]1([N:19]2[C:18]3[CH:44]=[CH:45][C:15]([C:13]([N:12]4[CH:8]([C:9]([OH:11])=[O:10])[CH2:7][C:1]5[C:6](=[CH:5][CH:4]=[CH:3][CH:2]=5)[CH2:47]4)=[O:14])=[CH:16][C:17]=3[N:21]=[C:20]2[C:22]2[CH:23]=[C:24]3[C:29](=[CH:30][CH:31]=2)[N:28]=[C:27]([C:32]2[CH:37]=[CH:36][CH:35]=[CH:34][CH:33]=2)[CH:26]=[N:25]3)[CH2:39][CH2:40][CH2:41][CH2:42][CH2:43]1. Given the reactants [CH:1]1([CH2:7][CH:8]([NH:12][C:13]([C:15]2[CH:45]=[CH:44][C:18]3[N:19]([CH:38]4[CH2:43][CH2:42][CH2:41][CH2:40][CH2:39]4)[C:20]([C:22]4[CH:23]=[C:24]5[C:29](=[CH:30][CH:31]=4)[N:28]=[C:27]([C:32]4[CH:37]=[CH:36][CH:35]=[CH:34][CH:33]=4)[CH:26]=[N:25]5)=[N:21][C:17]=3[CH:16]=2)=[O:14])[C:9]([OH:11])=[O:10])[CH2:6][CH2:5][CH2:4][CH2:3][CH2:2]1.N1(C(OCC2C3C(=CC=CC=3)C3C2=CC=CC=3)=O)CC2C(=CC=CC=2)C[C@H:47]1C(O)=O, predict the reaction product. (5) Given the reactants [Cl:1][C:2]1[CH:3]=[C:4]([CH:15]=[C:16]([C:19]([F:22])([F:21])[F:20])[C:17]=1[OH:18])[CH2:5][C@@H:6]([CH2:11][C:12]([O-:14])=O)[C:7]([O:9][CH3:10])=[O:8].CN(C(ON1N=NC2C=CC=CC1=2)=[N+](C)C)C.[B-](F)(F)(F)F.C(N(CC)CC)C.[NH:52]1[CH2:57][CH2:56][CH:55]([N:58]2[CH2:64][CH2:63][C:62]3[CH:65]=[CH:66][CH:67]=[CH:68][C:61]=3[NH:60][C:59]2=[O:69])[CH2:54][CH2:53]1, predict the reaction product. The product is: [Cl:1][C:2]1[CH:3]=[C:4]([CH:15]=[C:16]([C:19]([F:22])([F:21])[F:20])[C:17]=1[OH:18])[CH2:5][C@@H:6]([CH2:11][C:12](=[O:14])[N:52]1[CH2:53][CH2:54][CH:55]([N:58]2[CH2:64][CH2:63][C:62]3[CH:65]=[CH:66][CH:67]=[CH:68][C:61]=3[NH:60][C:59]2=[O:69])[CH2:56][CH2:57]1)[C:7]([O:9][CH3:10])=[O:8]. (6) Given the reactants [CH2:1]([N:3](CC)CC)C.F[C:9]1[CH:10]=[C:11](C=C(F)C=1F)[O:12]CCCCCCO[C:20]1[CH:28]=[CH:27][C:23]([C:24](Cl)=O)=[CH:22][CH:21]=1.[CH3:34][OH:35], predict the reaction product. The product is: [C:11]1(=[O:12])[NH:3][C:34](=[O:35])[CH:9]=[CH:10]1.[CH2:1]=[CH:24][C:23]1[CH:22]=[CH:21][CH:20]=[CH:28][CH:27]=1.